This data is from Full USPTO retrosynthesis dataset with 1.9M reactions from patents (1976-2016). The task is: Predict the reactants needed to synthesize the given product. Given the product [CH3:94][C:85]1[CH:84]=[C:83]([C:36]2[CH:54]=[CH:59][C:34]3[C:33](=[CH:32][CH:31]=[C:30]([O:29][CH3:22])[CH:65]=3)[C:37]=2[O:38][C:39]2[CH:40]=[CH:41][C:42]([O:43][CH2:44][CH2:45][N:46]3[CH2:51][CH2:50][CH2:49][CH2:48][CH2:47]3)=[CH:52][CH:53]=2)[CH:88]=[C:87]([CH3:89])[C:86]=1[S:90]([CH3:93])(=[O:92])=[O:91], predict the reactants needed to synthesize it. The reactants are: C1(P(C2CCCCC2)C2CCCCC2)CCCCC1.[F-].[Cs+].[CH2:22]([O:29][C:30]1[CH:31]=[CH:32][C:33]2[C:37]([O:38][C:39]3[CH:53]=[CH:52][C:42]([O:43][CH2:44][CH2:45][N:46]4[CH2:51][CH2:50][CH2:49][CH2:48][CH2:47]4)=[CH:41][CH:40]=3)=[C:36]([C:54]3[CH:59]=CC(S(C)(=O)=O)=C(F)C=3)S[C:34]=2[CH:65]=1)C1C=CC=CC=1.B1(B2OCC(C)(C)CO2)OCC(C)(C)CO1.Br[C:83]1[CH:84]=[C:85]([CH3:94])[C:86]([S:90]([CH3:93])(=[O:92])=[O:91])=[C:87]([CH3:89])[CH:88]=1.